This data is from Peptide-MHC class I binding affinity with 185,985 pairs from IEDB/IMGT. The task is: Regression. Given a peptide amino acid sequence and an MHC pseudo amino acid sequence, predict their binding affinity value. This is MHC class I binding data. (1) The peptide sequence is RTSKAALER. The binding affinity (normalized) is 0.108. The MHC is HLA-B58:01 with pseudo-sequence HLA-B58:01. (2) The peptide sequence is ESAEVEVYV. The MHC is HLA-A68:02 with pseudo-sequence HLA-A68:02. The binding affinity (normalized) is 1.00. (3) The peptide sequence is ILLENDMKF. The MHC is HLA-A23:01 with pseudo-sequence HLA-A23:01. The binding affinity (normalized) is 0.667. (4) The peptide sequence is QMRDVLGTF. The MHC is HLA-B07:02 with pseudo-sequence HLA-B07:02. The binding affinity (normalized) is 0.451. (5) The peptide sequence is VIDRLPSET. The MHC is HLA-A02:03 with pseudo-sequence HLA-A02:03. The binding affinity (normalized) is 0.389. (6) The MHC is H-2-Kd with pseudo-sequence H-2-Kd. The binding affinity (normalized) is 0.668. The peptide sequence is KYFYGEIAL. (7) The peptide sequence is QRHPNFPSK. The MHC is HLA-B07:02 with pseudo-sequence HLA-B07:02. The binding affinity (normalized) is 0.0847. (8) The peptide sequence is EVRKAIEFV. The MHC is HLA-B27:05 with pseudo-sequence HLA-B27:05. The binding affinity (normalized) is 0.213. (9) The peptide sequence is LMLAAGITFV. The MHC is HLA-A02:02 with pseudo-sequence HLA-A02:02. The binding affinity (normalized) is 0.457. (10) The peptide sequence is LLWAARPRL. The MHC is HLA-A02:06 with pseudo-sequence HLA-A02:06. The binding affinity (normalized) is 0.455.